Dataset: Reaction yield outcomes from USPTO patents with 853,638 reactions. Task: Predict the reaction yield, written as a fraction of the theoretical maximum amount of product (1.0 means a 100% yield; for example, 0.34 means a 34% yield). (1) The reactants are Br[C:2]1[C:7]([F:8])=[CH:6][CH:5]=[C:4]([CH3:9])[N:3]=1.[F:10][C:11]1[C:16]([F:17])=[CH:15][C:14]([F:18])=[CH:13][C:12]=1B(O)O.C(=O)([O-])[O-].[Na+].[Na+]. The catalyst is O1CCOCC1.C1C=CC(P(C2C=CC=CC=2)[C-]2C=CC=C2)=CC=1.C1C=CC(P(C2C=CC=CC=2)[C-]2C=CC=C2)=CC=1.Cl[Pd]Cl.[Fe+2].C(Cl)Cl. The product is [F:8][C:7]1[C:2]([C:12]2[CH:13]=[C:14]([F:18])[CH:15]=[C:16]([F:17])[C:11]=2[F:10])=[N:3][C:4]([CH3:9])=[CH:5][CH:6]=1. The yield is 0.870. (2) The reactants are [C:1]([O:7][CH2:8][CH3:9])(=[O:6])[CH2:2][C:3]([CH3:5])=O.[F:10][C:11]1[CH:18]=[CH:17][CH:16]=[CH:15][C:12]=1[CH:13]=O.[NH4+:19].[OH-:20]. The catalyst is CCO. The product is [F:10][C:11]1[CH:18]=[CH:17][CH:16]=[CH:15][C:12]=1[CH:13]1[C:2]([C:1]([O:7][CH2:8][CH3:9])=[O:6])=[C:3]([CH3:5])[NH:19][C:3]([CH3:5])=[C:2]1[C:1]([O:7][CH2:8][CH3:9])=[O:20]. The yield is 0.610. (3) The reactants are [CH3:1][C:2]1[CH:11]=[CH:10][C:9]2[C:4](=[CH:5][CH:6]=[CH:7][C:8]=2[N:12]2[CH2:17][CH2:16][N:15]([CH2:18][CH2:19][C:20]3[CH:21]=[C:22]([CH:24]=[CH:25][CH:26]=3)[NH2:23])[CH2:14][CH2:13]2)[N:3]=1.[C:27](Cl)(=[O:34])[C:28]1[CH:33]=[CH:32][CH:31]=[CH:30][CH:29]=1. No catalyst specified. The product is [CH3:1][C:2]1[CH:11]=[CH:10][C:9]2[C:4](=[CH:5][CH:6]=[CH:7][C:8]=2[N:12]2[CH2:13][CH2:14][N:15]([CH2:18][CH2:19][C:20]3[CH:21]=[C:22]([NH:23][C:27](=[O:34])[C:28]4[CH:33]=[CH:32][CH:31]=[CH:30][CH:29]=4)[CH:24]=[CH:25][CH:26]=3)[CH2:16][CH2:17]2)[N:3]=1. The yield is 0.600. (4) The reactants are Br[C:2]1[C:3]([F:23])=[CH:4][C:5]2[O:11][CH2:10][CH2:9][N:8]3[C:12]([C:18]([NH:20][CH3:21])=[O:19])=[C:13]([C:15]([NH2:17])=[O:16])[N:14]=[C:7]3[C:6]=2[CH:22]=1.[N:24]1[CH:29]=[CH:28][CH:27]=[CH:26][C:25]=1[C:30]([OH:34])([C:32]#[CH:33])[CH3:31]. No catalyst specified. The product is [F:23][C:3]1[C:2]([C:33]#[C:32][C:30]([OH:34])([C:25]2[CH:26]=[CH:27][CH:28]=[CH:29][N:24]=2)[CH3:31])=[CH:22][C:6]2[C:7]3[N:8]([C:12]([C:18]([NH:20][CH3:21])=[O:19])=[C:13]([C:15]([NH2:17])=[O:16])[N:14]=3)[CH2:9][CH2:10][O:11][C:5]=2[CH:4]=1. The yield is 0.100. (5) The reactants are [CH:1]1([C@H:7]([NH:12][C:13]([C:15]2[CH:20]=[CH:19][C:18]([C:21]3[CH:26]=[CH:25][CH:24]=[C:23]([F:27])[CH:22]=3)=[CH:17][C:16]=2[N+:28]([O-])=O)=[O:14])[C:8]([O:10][CH3:11])=[O:9])[CH2:6][CH2:5][CH2:4][CH2:3][CH2:2]1. The catalyst is [Pd].C(O)C. The product is [NH2:28][C:16]1[CH:17]=[C:18]([C:21]2[CH:26]=[CH:25][CH:24]=[C:23]([F:27])[CH:22]=2)[CH:19]=[CH:20][C:15]=1[C:13]([NH:12][C@@H:7]([CH:1]1[CH2:6][CH2:5][CH2:4][CH2:3][CH2:2]1)[C:8]([O:10][CH3:11])=[O:9])=[O:14]. The yield is 0.960. (6) The reactants are [CH3:1][C:2]1[C:6]([C:7]2[C:16]3[O:15][CH2:14][CH:13]([C:17]4[CH:22]=[CH:21][CH:20]=[CH:19][CH:18]=4)[N:12]4[C:23](=O)[NH:24][C:10]([C:11]=34)=[CH:9][CH:8]=2)=[C:5]([CH3:26])[O:4][N:3]=1.P(Cl)(Cl)([Cl:29])=O. No catalyst specified. The product is [Cl:29][C:23]1[N:12]2[CH:13]([C:17]3[CH:22]=[CH:21][CH:20]=[CH:19][CH:18]=3)[CH2:14][O:15][C:16]3=[C:11]2[C:10](=[CH:9][CH:8]=[C:7]3[C:6]2[C:2]([CH3:1])=[N:3][O:4][C:5]=2[CH3:26])[N:24]=1. The yield is 1.00. (7) The reactants are [F:1][C:2]1[CH:7]=[CH:6][C:5]([CH2:8][C:9]2[C:10]([N:15]3[CH2:21][C:20]4[CH:22]=[C:23]([C:26]5[N:31]=[C:30]([NH2:32])[C:29]([NH2:33])=[CH:28][CH:27]=5)[CH:24]=[CH:25][C:19]=4[O:18][CH2:17][CH2:16]3)=[N:11][CH:12]=[N:13][CH:14]=2)=[CH:4][CH:3]=1.[CH3:34][O:35][C:36]([NH:38][C:39](=NC(OC)=O)SC)=[O:37]. The catalyst is C(O)(=O)C.C(OCC)C. The product is [F:1][C:2]1[CH:7]=[CH:6][C:5]([CH2:8][C:9]2[C:10]([N:15]3[CH2:21][C:20]4[CH:22]=[C:23]([C:26]5[N:31]=[C:30]6[NH:32][C:39]([NH:38][C:36](=[O:37])[O:35][CH3:34])=[N:33][C:29]6=[CH:28][CH:27]=5)[CH:24]=[CH:25][C:19]=4[O:18][CH2:17][CH2:16]3)=[N:11][CH:12]=[N:13][CH:14]=2)=[CH:4][CH:3]=1. The yield is 0.300.